From a dataset of Peptide-MHC class II binding affinity with 134,281 pairs from IEDB. Regression. Given a peptide amino acid sequence and an MHC pseudo amino acid sequence, predict their binding affinity value. This is MHC class II binding data. (1) The peptide sequence is GKWYLKAMTADQEVPE. The MHC is DRB1_0401 with pseudo-sequence DRB1_0401. The binding affinity (normalized) is 0.770. (2) The peptide sequence is AEDVIPEGWKADTSY. The binding affinity (normalized) is 0.110. The MHC is DRB1_0405 with pseudo-sequence DRB1_0405. (3) The peptide sequence is IAGYKTFDGRGAQVY. The binding affinity (normalized) is 0.740. The MHC is DRB1_0901 with pseudo-sequence DRB1_0901. (4) The peptide sequence is QNITVVLHKTSEPGKY. The MHC is DRB1_0301 with pseudo-sequence DRB1_0301. The binding affinity (normalized) is 0.